This data is from NCI-60 drug combinations with 297,098 pairs across 59 cell lines. The task is: Regression. Given two drug SMILES strings and cell line genomic features, predict the synergy score measuring deviation from expected non-interaction effect. (1) Drug 1: CC12CCC3C(C1CCC2=O)CC(=C)C4=CC(=O)C=CC34C. Drug 2: CC12CCC3C(C1CCC2OP(=O)(O)O)CCC4=C3C=CC(=C4)OC(=O)N(CCCl)CCCl.[Na+]. Cell line: KM12. Synergy scores: CSS=6.34, Synergy_ZIP=-17.6, Synergy_Bliss=-31.5, Synergy_Loewe=-39.5, Synergy_HSA=-29.4. (2) Drug 1: CN(C)C1=NC(=NC(=N1)N(C)C)N(C)C. Drug 2: C1C(C(OC1N2C=NC(=NC2=O)N)CO)O. Cell line: HOP-62. Synergy scores: CSS=6.81, Synergy_ZIP=-3.34, Synergy_Bliss=2.59, Synergy_Loewe=-14.7, Synergy_HSA=-2.57. (3) Drug 1: C1CC(=O)NC(=O)C1N2CC3=C(C2=O)C=CC=C3N. Drug 2: CC1CCCC2(C(O2)CC(NC(=O)CC(C(C(=O)C(C1O)C)(C)C)O)C(=CC3=CSC(=N3)C)C)C. Cell line: NCI-H522. Synergy scores: CSS=0.892, Synergy_ZIP=-2.08, Synergy_Bliss=-2.87, Synergy_Loewe=-2.86, Synergy_HSA=-2.71.